Dataset: Full USPTO retrosynthesis dataset with 1.9M reactions from patents (1976-2016). Task: Predict the reactants needed to synthesize the given product. (1) Given the product [Br:1][CH:2]([CH2:6][CH:7]([CH3:9])[CH3:8])[C:3]([NH:11][CH3:10])=[O:4], predict the reactants needed to synthesize it. The reactants are: [Br:1][CH:2]([CH2:6][CH:7]([CH3:9])[CH3:8])[C:3](O)=[O:4].[CH3:10][N:11]1[C@@H]2CC3C=CC(OC)=C4O[C@H]5[C@@H](O)C=C[C@@H]2[C@]5(C=34)CC1.C(OC(Cl)=O)C(C)C. (2) Given the product [CH2:1]([O:3][C:4](=[O:24])[CH2:5][N:6]([C:16]1[CH:21]=[C:20]([N:29]([CH2:25][CH2:26][CH2:27][CH3:28])[CH2:30][CH3:31])[N:19]=[C:18]([CH3:23])[N:17]=1)[C:7]1[C:12]([CH3:13])=[CH:11][C:10]([CH3:14])=[CH:9][C:8]=1[CH3:15])[CH3:2], predict the reactants needed to synthesize it. The reactants are: [CH2:1]([O:3][C:4](=[O:24])[CH2:5][N:6]([C:16]1[CH:21]=[C:20](Cl)[N:19]=[C:18]([CH3:23])[N:17]=1)[C:7]1[C:12]([CH3:13])=[CH:11][C:10]([CH3:14])=[CH:9][C:8]=1[CH3:15])[CH3:2].[CH2:25]([NH:29][CH2:30][CH3:31])[CH2:26][CH2:27][CH3:28]. (3) Given the product [CH:25]([S:22]([CH2:21][C@H:8]1[C@@H:7]([N:4]2[CH2:5][CH2:6][C@H:2]([NH:1][C:34](=[O:35])[C:33]3[CH:37]=[CH:38][CH:39]=[C:31]([C:30]([F:29])([F:40])[F:41])[CH:32]=3)[C:3]2=[O:28])[CH2:12][CH2:11][C@@H:10]([NH:13][C:14](=[O:20])[O:15][C:16]([CH3:19])([CH3:17])[CH3:18])[CH2:9]1)(=[O:24])=[O:23])([CH3:26])[CH3:27], predict the reactants needed to synthesize it. The reactants are: [NH2:1][C@H:2]1[CH2:6][CH2:5][N:4]([C@H:7]2[CH2:12][CH2:11][C@@H:10]([NH:13][C:14](=[O:20])[O:15][C:16]([CH3:19])([CH3:18])[CH3:17])[CH2:9][C@H:8]2[CH2:21][S:22]([CH:25]([CH3:27])[CH3:26])(=[O:24])=[O:23])[C:3]1=[O:28].[F:29][C:30]([F:41])([F:40])[C:31]1[CH:32]=[C:33]([CH:37]=[CH:38][CH:39]=1)[C:34](O)=[O:35].C(N(C(C)C)CC)C.CN(C(ON1N=NC2C=CC=NC1=2)=[N+](C)C)C.F[P-](F)(F)(F)(F)F. (4) Given the product [C:12]([O:15][C:16]([N:2]1[CH2:3][CH:4]2[CH:9]([CH2:8][CH2:7][CH2:6][CH2:5]2)[C:1]1=[O:10])=[O:17])([CH3:14])([CH3:13])[CH3:11], predict the reactants needed to synthesize it. The reactants are: [C:1]1(=[O:10])[CH:9]2[CH:4]([CH2:5][CH2:6][CH2:7][CH2:8]2)[CH2:3][NH:2]1.[CH3:11][C:12]([O:15][C:16](O[C:16]([O:15][C:12]([CH3:14])([CH3:13])[CH3:11])=[O:17])=[O:17])([CH3:14])[CH3:13].CCN(CC)CC. (5) Given the product [BrH:1].[CH:15]1([C:2]2[S:23][C:19]3=[N:18][CH2:22][CH2:21][N:20]3[C:3]=2[C:5]2[C:14]3[C:9](=[CH:10][CH:11]=[CH:12][CH:13]=3)[CH:8]=[CH:7][CH:6]=2)[CH2:17][CH2:16]1, predict the reactants needed to synthesize it. The reactants are: [Br:1][CH:2]([CH:15]1[CH2:17][CH2:16]1)[C:3]([C:5]1[C:14]2[C:9](=[CH:10][CH:11]=[CH:12][CH:13]=2)[CH:8]=[CH:7][CH:6]=1)=O.[NH:18]1[CH2:22][CH2:21][NH:20][C:19]1=[S:23].CC(O)=O. (6) Given the product [O:16]=[C:14]([NH:33][C:30]1[CH:31]=[CH:32][C:27]([S:25](=[O:34])(=[O:26])[NH2:35])=[CH:28][CH:29]=1)[CH2:13][CH2:12][CH2:11][CH2:10][CH2:9][N:8]([CH2:17][C:18]1[CH:23]=[CH:22][CH:21]=[CH:20][N:19]=1)[CH2:7][C:6]([O:5][C:1]([CH3:2])([CH3:3])[CH3:4])=[O:24], predict the reactants needed to synthesize it. The reactants are: [C:1]([O:5][C:6](=[O:24])[CH2:7][N:8]([CH2:17][C:18]1[CH:23]=[CH:22][CH:21]=[CH:20][N:19]=1)[CH2:9][CH2:10][CH2:11][CH2:12][CH2:13][C:14]([OH:16])=O)([CH3:4])([CH3:3])[CH3:2].[S:25]([NH2:35])(=[O:34])([C:27]1[CH:32]=[CH:31][C:30]([NH2:33])=[CH:29][CH:28]=1)=[O:26].CN(C(ON1N=NC2C=CC=NC1=2)=[N+](C)C)C.F[P-](F)(F)(F)(F)F.